This data is from Reaction yield outcomes from USPTO patents with 853,638 reactions. The task is: Predict the reaction yield, written as a fraction of the theoretical maximum amount of product (1.0 means a 100% yield; for example, 0.34 means a 34% yield). (1) The reactants are [I:1][C:2]1[C:10]2[C:5](=[N:6][CH:7]=[N:8][C:9]=2[NH2:11])[N:4]([CH:12]2[CH2:17][CH2:16][NH:15][CH2:14][CH2:13]2)[N:3]=1.C=O.[C:20](O[BH-](OC(=O)C)OC(=O)C)(=O)C.[Na+].C(=O)(O)[O-].[Na+].[OH-].[Na+]. The catalyst is ClC(Cl)C. The product is [I:1][C:2]1[C:10]2[C:5](=[N:6][CH:7]=[N:8][C:9]=2[NH2:11])[N:4]([CH:12]2[CH2:17][CH2:16][N:15]([CH3:20])[CH2:14][CH2:13]2)[N:3]=1. The yield is 0.530. (2) The reactants are [NH2:1][C:2]1[CH:7]=[CH:6][CH:5]=[CH:4][C:3]=1[S:8]([CH:11]([CH3:13])[CH3:12])(=[O:10])=[O:9].[H-].[Na+].[Cl:16][C:17]1[N:22]=[C:21](Cl)[C:20]([C:24]([F:27])([F:26])[F:25])=[CH:19][N:18]=1. The catalyst is CN(C)C=O. The product is [Cl:16][C:17]1[N:18]=[C:19]([NH:1][C:2]2[CH:7]=[CH:6][CH:5]=[CH:4][C:3]=2[S:8]([CH:11]([CH3:13])[CH3:12])(=[O:10])=[O:9])[C:20]([C:24]([F:27])([F:25])[F:26])=[CH:21][N:22]=1. The yield is 0.0200. (3) The reactants are [S:1]1[C:5]2[CH:6]=[C:7]([C:10]([OH:12])=O)[CH:8]=[CH:9][C:4]=2[N:3]=[CH:2]1.[CH2:13]1[C@H:22]2[C@H:17]([CH2:18][CH2:19][C:20]3[CH:26]=[CH:25][CH:24]=[CH:23][C:21]=32)[NH:16][CH2:15][CH2:14]1.F[P-](F)(F)(F)(F)F.N1(OC(N(C)C)=[N+](C)C)C2N=CC=CC=2N=N1. No catalyst specified. The product is [S:1]1[C:5]2[CH:6]=[C:7]([C:10]([N:16]3[C@@H:17]4[C@@H:22]([C:21]5[CH:23]=[CH:24][CH:25]=[CH:26][C:20]=5[CH2:19][CH2:18]4)[CH2:13][CH2:14][CH2:15]3)=[O:12])[CH:8]=[CH:9][C:4]=2[N:3]=[CH:2]1. The yield is 0.240. (4) The reactants are [NH2:1][C:2]1[CH:3]=[CH:4][C:5]([CH3:22])=[C:6]([NH:8][C:9]2[N:10]=[CH:11][C:12]3[N:17]=[C:16]([NH:18][C:19](=[O:21])[CH3:20])[S:15][C:13]=3[N:14]=2)[CH:7]=1.[C:23]([C:25]([CH3:37])([O:27][C:28]1[CH:29]=[C:30]([CH:34]=[CH:35][CH:36]=1)[C:31](O)=[O:32])[CH3:26])#[N:24].F[P-](F)(F)(F)(F)F.N1(OC(N(C)C)=[N+](C)C)C2N=CC=CC=2N=N1.C(=O)([O-])O.[Na+]. The catalyst is N1C=CC=CC=1. The product is [C:19]([NH:18][C:16]1[S:15][C:13]2[N:14]=[C:9]([NH:8][C:6]3[CH:7]=[C:2]([NH:1][C:31](=[O:32])[C:30]4[CH:34]=[CH:35][CH:36]=[C:28]([O:27][C:25]([C:23]#[N:24])([CH3:26])[CH3:37])[CH:29]=4)[CH:3]=[CH:4][C:5]=3[CH3:22])[N:10]=[CH:11][C:12]=2[N:17]=1)(=[O:21])[CH3:20]. The yield is 0.460. (5) The reactants are [C:1]1([C:29]2[CH:34]=[CH:33][CH:32]=[CH:31][CH:30]=2)[CH:6]=[CH:5][C:4]([CH2:7][CH2:8][CH:9]([OH:28])[CH:10]([CH2:18][CH2:19][O:20][Si:21]([C:24]([CH3:27])([CH3:26])[CH3:25])([CH3:23])[CH3:22])[C:11]([O:13][C:14]([CH3:17])([CH3:16])[CH3:15])=[O:12])=[CH:3][CH:2]=1.ClC(Cl)(Cl)C(=N)O[CH2:39][C:40]1[CH:45]=[CH:44][C:43]([O:46][CH3:47])=[CH:42][CH:41]=1. The catalyst is O1CCCC1.B(F)(F)F.CCOCC. The product is [C:1]1([C:29]2[CH:30]=[CH:31][CH:32]=[CH:33][CH:34]=2)[CH:6]=[CH:5][C:4]([CH2:7][CH2:8][CH:9]([O:28][CH2:39][C:40]2[CH:45]=[CH:44][C:43]([O:46][CH3:47])=[CH:42][CH:41]=2)[CH:10]([CH2:18][CH2:19][O:20][Si:21]([C:24]([CH3:25])([CH3:26])[CH3:27])([CH3:22])[CH3:23])[C:11]([O:13][C:14]([CH3:17])([CH3:15])[CH3:16])=[O:12])=[CH:3][CH:2]=1. The yield is 0.340. (6) The reactants are C1(C)C=CC(S([O-])(=O)=O)=CC=1.[NH+]1C=CC=CC=1.[F:18][C:19]1[C:20]([C:44]2[CH:49]=[CH:48][CH:47]=[C:46]([O:50][CH3:51])[C:45]=2[F:52])=[CH:21][C:22](=[O:43])[N:23]([CH2:25][CH2:26][C@@:27]([CH3:42])([S:38]([CH3:41])(=[O:40])=[O:39])[C:28]([NH:30][O:31]C2CCCCO2)=[O:29])[CH:24]=1. The catalyst is C(O)C. The product is [F:18][C:19]1[C:20]([C:44]2[CH:49]=[CH:48][CH:47]=[C:46]([O:50][CH3:51])[C:45]=2[F:52])=[CH:21][C:22](=[O:43])[N:23]([CH2:25][CH2:26][C@@:27]([CH3:42])([S:38]([CH3:41])(=[O:40])=[O:39])[C:28]([NH:30][OH:31])=[O:29])[CH:24]=1. The yield is 0.635. (7) The reactants are [N:1]1[CH:6]=[CH:5][CH:4]=[C:3]([NH2:7])[CH:2]=1.C[Si](Cl)(C)C.CC1(C)[O:19][C:18](=O)[CH2:17][C:16](=[O:21])[O:15]1. The catalyst is C(Cl)Cl. The product is [O:19]=[C:18]([NH:7][C:3]1[CH:2]=[N:1][CH:6]=[CH:5][CH:4]=1)[CH2:17][C:16]([OH:21])=[O:15]. The yield is 0.260. (8) The reactants are [C:1]([O:5][C:6]([N:8]1[CH2:13][CH2:12][CH:11]([OH:14])[CH2:10][CH2:9]1)=[O:7])([CH3:4])([CH3:3])[CH3:2].[Br:15][CH2:16][CH2:17][CH2:18][CH2:19]Br.[H-].[Na+].[NH4+].[Cl-]. The catalyst is CN(C=O)C.CCOCC. The product is [C:1]([O:5][C:6]([N:8]1[CH2:13][CH2:12][CH:11]([O:14][CH2:19][CH2:18][CH2:17][CH2:16][Br:15])[CH2:10][CH2:9]1)=[O:7])([CH3:4])([CH3:2])[CH3:3]. The yield is 0.150.